Predict the reaction yield, written as a fraction of the theoretical maximum amount of product (1.0 means a 100% yield; for example, 0.34 means a 34% yield). From a dataset of Reaction yield outcomes from USPTO patents with 853,638 reactions. (1) The reactants are [CH2:1]([O:3][C:4]1[CH:5]=[C:6]2[C:11](=[CH:12][CH:13]=1)[C:10](=O)[NH:9][CH:8]=[CH:7]2)[CH3:2].O=P(Cl)(Cl)[Cl:17]. No catalyst specified. The product is [Cl:17][C:10]1[C:11]2[C:6](=[CH:5][C:4]([O:3][CH2:1][CH3:2])=[CH:13][CH:12]=2)[CH:7]=[CH:8][N:9]=1. The yield is 0.880. (2) The reactants are [CH3:1][O:2][C:3]1[C:4]([CH3:27])=[C:5]([C:18]([O:25][CH3:26])=[C:19]([O:23][CH3:24])[C:20]=1[O:21][CH3:22])[CH2:6][C:7]1[CH:8]=[CH:9][C:10]([OH:17])=[C:11]([CH:16]=1)[C:12]([O:14][CH3:15])=[O:13].[CH3:28][O:29][C:30]1[CH:31]=[C:32](B(O)O)[CH:33]=[CH:34][CH:35]=1.C(N(CC)CC)C.N1C=CC=CC=1. The catalyst is C(Cl)Cl.C([O-])(=O)C.[Cu+2].C([O-])(=O)C. The product is [CH3:1][O:2][C:3]1[C:4]([CH3:27])=[C:5]([C:18]([O:25][CH3:26])=[C:19]([O:23][CH3:24])[C:20]=1[O:21][CH3:22])[CH2:6][C:7]1[CH:8]=[CH:9][C:10]([O:17][C:34]2[CH:33]=[CH:32][CH:31]=[C:30]([O:29][CH3:28])[CH:35]=2)=[C:11]([CH:16]=1)[C:12]([O:14][CH3:15])=[O:13]. The yield is 0.190. (3) The reactants are Cl.[OH:2][C:3]1[CH:4]=[C:5]([CH:9]=[CH:10][CH:11]=1)[CH2:6][CH2:7][NH2:8].[C:12]([O:16][CH2:17][CH3:18])(=[O:15])[CH:13]=O.C(N(CC)CC)C.[CH3:26][C:27]([O:30][C:31](O[C:31]([O:30][C:27]([CH3:29])([CH3:28])[CH3:26])=[O:32])=[O:32])([CH3:29])[CH3:28]. The catalyst is C(O)C. The product is [OH:2][C:3]1[CH:4]=[C:5]2[C:9](=[CH:10][CH:11]=1)[CH:13]([C:12]([O:16][CH2:17][CH3:18])=[O:15])[N:8]([C:31]([O:30][C:27]([CH3:29])([CH3:28])[CH3:26])=[O:32])[CH2:7][CH2:6]2. The yield is 0.780. (4) The yield is 0.140. The catalyst is CN(C=O)C. The reactants are [NH2:1][C:2]1[N:7]=[CH:6][C:5]([C:8]2[CH:9]=[N:10][N:11]([C:13]([CH3:18])([CH3:17])[C:14](O)=[O:15])[CH:12]=2)=[CH:4][C:3]=1[O:19][CH:20]([C:22]1[C:27]([Cl:28])=[CH:26][CH:25]=[C:24]([F:29])[C:23]=1[Cl:30])[CH3:21].C1C=CC2N(O)N=NC=2C=1.C(Cl)CCl.[CH3:45][N:46]([CH3:51])[CH2:47][CH2:48][CH2:49][NH2:50]. The product is [NH2:1][C:2]1[N:7]=[CH:6][C:5]([C:8]2[CH:9]=[N:10][N:11]([C:13]([CH3:18])([CH3:17])[C:14]([NH:50][CH2:49][CH2:48][CH2:47][N:46]([CH3:51])[CH3:45])=[O:15])[CH:12]=2)=[CH:4][C:3]=1[O:19][CH:20]([C:22]1[C:27]([Cl:28])=[CH:26][CH:25]=[C:24]([F:29])[C:23]=1[Cl:30])[CH3:21]. (5) The reactants are [Na+].[Cl:2][C:3]1[C:4]2[O:11][C:10]([C:12]([O-])=[O:13])=[C:9]([NH:15][C:16]3[CH:21]=[CH:20][C:19]([I:22])=[CH:18][C:17]=3[F:23])[C:5]=2[CH:6]=[N:7][CH:8]=1.[Cl-].[NH4+].C[N:27](C(ON1N=NC2C=CC=NC1=2)=[N+](C)C)C.F[P-](F)(F)(F)(F)F.C(N(C(C)C)CC)(C)C. The catalyst is CN(C=O)C.C(OCC)(=O)C. The product is [Cl:2][C:3]1[C:4]2[O:11][C:10]([C:12]([NH2:27])=[O:13])=[C:9]([NH:15][C:16]3[CH:21]=[CH:20][C:19]([I:22])=[CH:18][C:17]=3[F:23])[C:5]=2[CH:6]=[N:7][CH:8]=1. The yield is 0.300. (6) The reactants are [Cl:1][C:2]1[CH:3]=[C:4]([CH:8]=[CH:9][C:10]=1[OH:11])[C:5]([OH:7])=O.[CH2:12]1[C@H:21]2[C@H:16]([CH2:17][CH2:18][C:19]3[CH:25]=[CH:24][CH:23]=[CH:22][C:20]=32)[NH:15][CH2:14][CH2:13]1.F[P-](F)(F)(F)(F)F.N1(OC(N(C)C)=[N+](C)C)C2N=CC=CC=2N=N1. No catalyst specified. The product is [Cl:1][C:2]1[CH:3]=[C:4]([C:5]([N:15]2[C@@H:16]3[C@@H:21]([C:20]4[CH:22]=[CH:23][CH:24]=[CH:25][C:19]=4[CH2:18][CH2:17]3)[CH2:12][CH2:13][CH2:14]2)=[O:7])[CH:8]=[CH:9][C:10]=1[OH:11]. The yield is 0.420. (7) The catalyst is C(Cl)Cl. The yield is 0.720. The reactants are [OH:1][C:2]1[CH:11]=[CH:10][C:5]([C:6]([O:8][CH3:9])=[O:7])=[CH:4][C:3]=1[C:12]([N:14]1[CH2:23][CH2:22][C:21]2[C:16](=[CH:17][CH:18]=[CH:19][CH:20]=2)[CH2:15]1)=[O:13].CC1C=CC=C(C)N=1.[F:32][C:33]([F:46])([F:45])[S:34](O[S:34]([C:33]([F:46])([F:45])[F:32])(=[O:36])=[O:35])(=[O:36])=[O:35]. The product is [CH2:15]1[C:16]2[C:21](=[CH:20][CH:19]=[CH:18][CH:17]=2)[CH2:22][CH2:23][N:14]1[C:12]([C:3]1[CH:4]=[C:5]([CH:10]=[CH:11][C:2]=1[O:1][S:34]([C:33]([F:46])([F:45])[F:32])(=[O:36])=[O:35])[C:6]([O:8][CH3:9])=[O:7])=[O:13].